This data is from Catalyst prediction with 721,799 reactions and 888 catalyst types from USPTO. The task is: Predict which catalyst facilitates the given reaction. (1) Reactant: Cl.[CH3:2][NH:3][O:4][CH3:5].[Br:6][C:7]1[C:11]([C:12](Cl)=[O:13])=[CH:10][N:9]([CH2:15][C:16]2[CH:21]=[CH:20][C:19]([O:22][CH3:23])=[CH:18][CH:17]=2)[N:8]=1. Product: [CH3:23][O:22][C:19]1[CH:20]=[CH:21][C:16]([CH2:15][N:9]2[CH:10]=[C:11]([C:12]([N:3]([O:4][CH3:5])[CH3:2])=[O:13])[C:7]([Br:6])=[N:8]2)=[CH:17][CH:18]=1. The catalyst class is: 2. (2) Reactant: [NH2:1][CH2:2][CH2:3][CH:4]1[CH2:9][CH2:8][N:7]([C:10]([O:12][CH2:13][C:14]2[CH:19]=[C:18]([Cl:20])[CH:17]=[C:16]([Cl:21])[CH:15]=2)=[O:11])[CH2:6][CH2:5]1.[NH:22]1[CH:26]=[C:25]([CH2:27][C:28](O)=[O:29])[N:24]=[N:23]1.CCN(C(C)C)C(C)C. Product: [NH:22]1[CH:26]=[C:25]([CH2:27][C:28]([NH:1][CH2:2][CH2:3][CH:4]2[CH2:9][CH2:8][N:7]([C:10]([O:12][CH2:13][C:14]3[CH:19]=[C:18]([Cl:20])[CH:17]=[C:16]([Cl:21])[CH:15]=3)=[O:11])[CH2:6][CH2:5]2)=[O:29])[N:24]=[N:23]1. The catalyst class is: 3. (3) Reactant: [F:1][C:2]1[CH:8]=[C:7]([F:9])[CH:6]=[CH:5][C:3]=1[NH2:4].CC([O-])(C)C.[Na+].Br[C:17]1[CH:22]=[CH:21][C:20]([C:23]([C:25]2[CH:30]=[CH:29][CH:28]=[CH:27][C:26]=2[Cl:31])=[O:24])=[CH:19][CH:18]=1. Product: [Cl:31][C:26]1[CH:27]=[CH:28][CH:29]=[CH:30][C:25]=1[C:23]([C:20]1[CH:19]=[CH:18][C:17]([NH:4][C:3]2[CH:5]=[CH:6][C:7]([F:9])=[CH:8][C:2]=2[F:1])=[CH:22][CH:21]=1)=[O:24]. The catalyst class is: 231. (4) Reactant: [CH3:1][C:2]1([CH3:9])[NH:6][C:5](=[O:7])[NH:4][C:3]1=[O:8].[H-].[Na+].[C:12]1([C:22](Cl)=[O:23])[C:21]2[C:16](=[CH:17][CH:18]=[CH:19][CH:20]=2)[CH:15]=[CH:14][CH:13]=1.C([O:28][CH2:29][CH3:30])(=O)C. The catalyst class is: 7. Product: [CH3:1][C:2]1([CH3:9])[N:6]([C:22]([C:12]2[C:21]3[C:16](=[CH:17][CH:18]=[CH:19][CH:20]=3)[CH:15]=[CH:14][CH:13]=2)=[O:23])[C:5](=[O:7])[N:4]([C:29]([C:30]2[C:21]3[C:16](=[CH:15][CH:14]=[CH:13][CH:12]=3)[CH:17]=[CH:18][CH:19]=2)=[O:28])[C:3]1=[O:8]. (5) Reactant: [NH2:1][C:2]1[N:7]=[C:6]([Cl:8])[CH:5]=[C:4]([Cl:9])[N:3]=1.CN(C=O)C.[Cl-].[NH2:16][C:17]1[CH:22]=[CH:21][C:20]([N:23]=[N:24][C:25]2[N:29]([CH3:30])[CH:28]=[CH:27][N+:26]=2[CH3:31])=[CH:19][CH:18]=1.C(=O)([O-])[O-].[K+].[K+]. Product: [Cl-:8].[NH2:1][C:2]1[N:7]=[C:6]([NH:16][C:17]2[CH:18]=[CH:19][C:20]([N:23]=[N:24][C:25]3[N:26]([CH3:31])[CH:27]=[CH:28][N+:29]=3[CH3:30])=[CH:21][CH:22]=2)[CH:5]=[C:4]([Cl:9])[N:3]=1. The catalyst class is: 6. (6) Reactant: [CH2:1]([O:3][C:4](=[O:18])[CH:5]([C:13](=[O:17])[CH2:14][CH2:15][CH3:16])[CH:6](O)[C:7]([O:9][CH2:10][CH3:11])=[O:8])[CH3:2].C1(C)C=CC(S(O)(=O)=O)=CC=1. Product: [CH2:1]([O:3][C:4](=[O:18])[C:5]([C:13](=[O:17])[CH2:14][CH2:15][CH3:16])=[CH:6][C:7]([O:9][CH2:10][CH3:11])=[O:8])[CH3:2]. The catalyst class is: 244. (7) Reactant: [C:1]([C:4]1[C:5]([NH:13][C:14]2[CH:19]=[CH:18][C:17]([N:20]3[CH2:25][CH2:24][N:23]([C:26]([O:28][C:29]([CH3:32])([CH3:31])[CH3:30])=[O:27])[CH2:22][CH2:21]3)=[CH:16][C:15]=2[F:33])=[N:6][C:7]([S:11][CH3:12])=[N:8][C:9]=1Cl)(=[O:3])[NH2:2].O.[NH2:35][NH2:36]. Product: [C:1]([C:4]1[C:5]([NH:13][C:14]2[CH:19]=[CH:18][C:17]([N:20]3[CH2:25][CH2:24][N:23]([C:26]([O:28][C:29]([CH3:32])([CH3:31])[CH3:30])=[O:27])[CH2:22][CH2:21]3)=[CH:16][C:15]=2[F:33])=[N:6][C:7]([S:11][CH3:12])=[N:8][C:9]=1[NH:35][NH2:36])(=[O:3])[NH2:2]. The catalyst class is: 12.